From a dataset of Forward reaction prediction with 1.9M reactions from USPTO patents (1976-2016). Predict the product of the given reaction. (1) Given the reactants [CH2:1]([O:8][C:9]([N:11]1[CH2:16][CH2:15][CH2:14][C@@H:13]([C:17]2[N:21]3[CH:22]=[CH:23][N:24]=[C:25]([NH:26][CH2:27][C:28]4[CH:33]=[CH:32][C:31]([O:34][CH3:35])=[CH:30][C:29]=4[O:36][CH3:37])[C:20]3=[C:19]([C:38]3[CH:43]=[CH:42][C:41]([C:44]#[N:45])=[CH:40][C:39]=3[F:46])[N:18]=2)[CH2:12]1)=[O:10])[C:2]1[CH:7]=[CH:6][CH:5]=[CH:4][CH:3]=1.C([O-])([O-])=[O:48].[K+].[K+].OO.O, predict the reaction product. The product is: [CH2:1]([O:8][C:9]([N:11]1[CH2:16][CH2:15][CH2:14][C@@H:13]([C:17]2[N:21]3[CH:22]=[CH:23][N:24]=[C:25]([NH:26][CH2:27][C:28]4[CH:33]=[CH:32][C:31]([O:34][CH3:35])=[CH:30][C:29]=4[O:36][CH3:37])[C:20]3=[C:19]([C:38]3[CH:43]=[CH:42][C:41]([C:44](=[O:48])[NH2:45])=[CH:40][C:39]=3[F:46])[N:18]=2)[CH2:12]1)=[O:10])[C:2]1[CH:7]=[CH:6][CH:5]=[CH:4][CH:3]=1. (2) Given the reactants [Br:1][C:2]1[N:7]=[C:6]([C:8](OCC)=[O:9])[C:5]([Cl:13])=[CH:4][CH:3]=1.[H-].C([Al+]CC(C)C)C(C)C.C(O)(=O)CC(CC(O)=O)(C(O)=O)O, predict the reaction product. The product is: [Br:1][C:2]1[N:7]=[C:6]([CH2:8][OH:9])[C:5]([Cl:13])=[CH:4][CH:3]=1.